This data is from Forward reaction prediction with 1.9M reactions from USPTO patents (1976-2016). The task is: Predict the product of the given reaction. (1) Given the reactants C([O:5][C:6]([C:8]1[C:9]([C:14]2[C:19]([F:20])=[C:18]([F:21])[CH:17]=[C:16]([C:22]([OH:24])=O)[CH:15]=2)=[CH:10][CH:11]=[CH:12][CH:13]=1)=[O:7])(C)(C)C.C([O:27][C:28](=[O:41])[C@H:29]([OH:40])[C@H:30]([NH2:39])[CH2:31][C:32]1[CH:37]=[CH:36][CH:35]=[CH:34][C:33]=1[Cl:38])C.CCN(C(C)C)C(C)C.CN(C(ON1N=NC2C=CC=NC1=2)=[N+](C)C)C.F[P-](F)(F)(F)(F)F, predict the reaction product. The product is: [C:28]([C@H:29]([OH:40])[C@H:30]([NH:39][C:22]([C:16]1[CH:17]=[C:18]([F:21])[C:19]([F:20])=[C:14]([C:9]2[C:8]([C:6]([OH:5])=[O:7])=[CH:13][CH:12]=[CH:11][CH:10]=2)[CH:15]=1)=[O:24])[CH2:31][C:32]1[CH:37]=[CH:36][CH:35]=[CH:34][C:33]=1[Cl:38])([OH:41])=[O:27]. (2) Given the reactants [N+:1]([C:4]1[CH:5]=[C:6]([CH:9]=[CH:10][CH:11]=1)[CH2:7][NH2:8])([O-:3])=[O:2].[CH:12]1([N:18]=[C:19]=[O:20])[CH2:17][CH2:16][CH2:15][CH2:14][CH2:13]1, predict the reaction product. The product is: [CH:12]1([NH:18][C:19]([NH:8][CH2:7][C:6]2[CH:9]=[CH:10][CH:11]=[C:4]([N+:1]([O-:3])=[O:2])[CH:5]=2)=[O:20])[CH2:17][CH2:16][CH2:15][CH2:14][CH2:13]1. (3) The product is: [CH:6]1[CH:5]=[C:4]2[C:63]([C:15]([OH:16])([OH:17])[C:2](=[O:97])[C:3]2=[CH:34][CH:39]=1)=[O:66]. Given the reactants N(C(OC(C)(C)C)=O)[C@H:2]([C:15]([OH:17])=[O:16])[CH2:3][CH2:4][CH2:5][CH2:6]NC(OC(C)(C)C)=O.CN(C(ON1N=NC2C=CC=[CH:39][C:34]1=2)=[N+](C)C)C.[B-](F)(F)(F)F.C1C=CC2N(O)N=NC=2C=1.N(C(OC(C)(C)C)=O)[C@H](C(OC1C=CC([N+]([O-])=O)=CC=1)=O)CC1C=C[C:63]([O:66]CC2C=CC=CC=2)=CC=1.CN(C=[O:97])C, predict the reaction product. (4) Given the reactants [NH2:1][C:2]1[C:3]([C:11]#[N:12])=[CH:4][C:5]2[O:9][CH2:8][O:7][C:6]=2[CH:10]=1.[C:13]([N:21]=[C:22]=[O:23])(=[O:20])[C:14]1[CH:19]=[CH:18][CH:17]=[CH:16][CH:15]=1, predict the reaction product. The product is: [C:11]([C:3]1[C:2]([NH:1][C:22]([NH:21][C:13](=[O:20])[C:14]2[CH:15]=[CH:16][CH:17]=[CH:18][CH:19]=2)=[O:23])=[CH:10][C:6]2[O:7][CH2:8][O:9][C:5]=2[CH:4]=1)#[N:12]. (5) The product is: [CH3:1][O:2][CH:3]1[CH2:8][CH2:7][C:6]([B:42]2[O:46][C:45]([CH3:48])([CH3:47])[C:44]([CH3:50])([CH3:49])[O:43]2)=[CH:5][CH2:4]1. Given the reactants [CH3:1][O:2][CH:3]1[CH2:8][CH2:7][C:6](=O)[CH2:5][CH2:4]1.[Li+].C[Si]([N-][Si](C)(C)C)(C)C.ClC1C=CC(N(S(C(F)(F)F)(=O)=O)S(C(F)(F)F)(=O)=O)=NC=1.[B:42]1([B:42]2[O:46][C:45]([CH3:48])([CH3:47])[C:44]([CH3:50])([CH3:49])[O:43]2)[O:46][C:45]([CH3:48])([CH3:47])[C:44]([CH3:50])([CH3:49])[O:43]1.C([O-])(=O)C.[K+], predict the reaction product. (6) Given the reactants [CH3:1][C:2]1([CH3:28])[CH2:11][CH2:10][C:9]([CH3:13])([CH3:12])[C:8]2[CH:7]=[C:6]([CH:14]=[O:15])[CH:5]=[C:4]([O:16][CH2:17][C:18]3[CH:23]=[CH:22][C:21]([C:24]([F:27])([F:26])[F:25])=[CH:20][CH:19]=3)[C:3]1=2.[C:29]([Mg]Br)#[CH:30], predict the reaction product. The product is: [CH3:1][C:2]1([CH3:28])[CH2:11][CH2:10][C:9]([CH3:12])([CH3:13])[C:8]2[CH:7]=[C:6]([CH:14]([OH:15])[C:29]#[CH:30])[CH:5]=[C:4]([O:16][CH2:17][C:18]3[CH:23]=[CH:22][C:21]([C:24]([F:26])([F:25])[F:27])=[CH:20][CH:19]=3)[C:3]1=2. (7) Given the reactants Cl.[CH3:2][C:3]([CH3:37])([CH3:36])[C@H:4]([NH:21][C:22](=[O:35])[C@@H:23]([NH:33][CH3:34])[C:24]([CH3:32])([C:26]1[CH:31]=[CH:30][CH:29]=[CH:28][CH:27]=1)[CH3:25])[C:5]([N:7]([CH3:20])[C@@H:8]([CH:17]([CH3:19])[CH3:18])/[CH:9]=[C:10](\[CH3:16])/[C:11]([O:13]CC)=[O:12])=[O:6].Br[CH2:39][CH2:40][OH:41].CCN(C(C)C)C(C)C.[OH-].[Li+], predict the reaction product. The product is: [OH:41][CH2:40][CH2:39][N:33]([CH3:34])[C@H:23]([C:22]([NH:21][C@H:4]([C:5]([N:7]([C@@H:8]([CH:17]([CH3:18])[CH3:19])/[CH:9]=[C:10](/[C:11]([OH:13])=[O:12])\[CH3:16])[CH3:20])=[O:6])[C:3]([CH3:36])([CH3:37])[CH3:2])=[O:35])[C:24]([CH3:25])([CH3:32])[C:26]1[CH:31]=[CH:30][CH:29]=[CH:28][CH:27]=1. (8) Given the reactants Br[C:2]1[C:3]([CH3:14])=[C:4]([CH3:13])[C:5]2[O:9][C:8]([CH3:11])([CH3:10])[CH2:7][C:6]=2[CH:12]=1.[CH3:15][O:16][C:17]1[CH:22]=[CH:21][C:20]([N:23]2[CH2:28][CH2:27][NH:26][CH2:25][CH2:24]2)=[CH:19][CH:18]=1, predict the reaction product. The product is: [CH3:15][O:16][C:17]1[CH:18]=[CH:19][C:20]([N:23]2[CH2:28][CH2:27][N:26]([C:2]3[C:3]([CH3:14])=[C:4]([CH3:13])[C:5]4[O:9][C:8]([CH3:11])([CH3:10])[CH2:7][C:6]=4[CH:12]=3)[CH2:25][CH2:24]2)=[CH:21][CH:22]=1. (9) The product is: [ClH:47].[NH2:38][CH2:37][CH2:36][N:33]1[C:34](=[O:35])[N:30]([C:27]2[CH:28]=[CH:29][C:24]([C:5]3[CH:6]=[N:7][C:8]([N:9]4[CH2:14][CH2:13][N:12]([C:15]5[N:20]=[CH:19][C:18]([CH2:21][CH3:22])=[CH:17][N:16]=5)[CH2:11][C@@H:10]4[CH3:23])=[C:3]([CH:4]=3)[C:1]#[N:2])=[CH:25][C:26]=2[F:46])[CH:31]=[N:32]1. Given the reactants [C:1]([C:3]1[CH:4]=[C:5]([C:24]2[CH:29]=[CH:28][C:27]([N:30]3[C:34](=[O:35])[N:33]([CH2:36][CH2:37][NH:38]C(=O)OC(C)(C)C)[N:32]=[CH:31]3)=[C:26]([F:46])[CH:25]=2)[CH:6]=[N:7][C:8]=1[N:9]1[CH2:14][CH2:13][N:12]([C:15]2[N:20]=[CH:19][C:18]([CH2:21][CH3:22])=[CH:17][N:16]=2)[CH2:11][C@@H:10]1[CH3:23])#[N:2].[ClH:47], predict the reaction product. (10) Given the reactants [C:1]([CH:5]1[CH2:10][CH2:9][CH:8]([N:11]([CH2:22][C:23]2[CH:31]=[CH:30][C:26]([C:27](O)=[O:28])=[CH:25][CH:24]=2)[C:12]2[N:16]([CH3:17])[C:15]3[CH:18]=[CH:19][CH:20]=[CH:21][C:14]=3[N:13]=2)[CH2:7][CH2:6]1)([CH3:4])([CH3:3])[CH3:2].O.[NH:33]1[C:37]([NH2:38])=[N:36][N:35]=[N:34]1.C1C=CC2N(O)N=NC=2C=1.C(Cl)CCl.CCN(C(C)C)C(C)C, predict the reaction product. The product is: [C:1]([CH:5]1[CH2:10][CH2:9][CH:8]([N:11]([CH2:22][C:23]2[CH:31]=[CH:30][C:26]([C:27]([NH:38][C:37]3[NH:36][N:35]=[N:34][N:33]=3)=[O:28])=[CH:25][CH:24]=2)[C:12]2[N:16]([CH3:17])[C:15]3[CH:18]=[CH:19][CH:20]=[CH:21][C:14]=3[N:13]=2)[CH2:7][CH2:6]1)([CH3:4])([CH3:3])[CH3:2].